This data is from Full USPTO retrosynthesis dataset with 1.9M reactions from patents (1976-2016). The task is: Predict the reactants needed to synthesize the given product. (1) Given the product [O:7]=[C:8]1[C:9]2([CH2:2][CH2:1]2)[CH2:10][N:11]([C:14]([O:16][C:17]([CH3:20])([CH3:19])[CH3:18])=[O:15])[CH2:12][CH2:13]1, predict the reactants needed to synthesize it. The reactants are: [CH3:1][C:2](C)([O-])C.[K+].[O:7]=[C:8]1[CH2:13][CH2:12][N:11]([C:14]([O:16][C:17]([CH3:20])([CH3:19])[CH3:18])=[O:15])[CH2:10][CH2:9]1.[I-].ClCC[S+](C)C.O. (2) Given the product [F:21][C:19]1[CH:20]=[CH:15][C:16]([S:22]([CH3:25])(=[O:24])=[O:23])=[C:17]([NH:10][CH:8]([C:6]2[CH:7]=[C:2]([F:1])[CH:3]=[C:4]([Cl:13])[C:5]=2[O:11][CH3:12])[CH3:9])[CH:18]=1, predict the reactants needed to synthesize it. The reactants are: [F:1][C:2]1[CH:3]=[C:4]([Cl:13])[C:5]([O:11][CH3:12])=[C:6]([CH:8]([NH2:10])[CH3:9])[CH:7]=1.F[C:15]1[CH:20]=[C:19]([F:21])[CH:18]=[CH:17][C:16]=1[S:22]([CH3:25])(=[O:24])=[O:23].C(N(CC)C(C)C)(C)C.ClCCl. (3) Given the product [CH:1]1([NH:7][C:8](=[O:9])[C@@H:10]([NH:38][C:34]2[CH:35]=[CH:36][CH:37]=[C:32]([F:31])[CH:33]=2)[C:11]2[CH:16]=[CH:15][CH:14]=[CH:13][CH:12]=2)[CH2:6][CH2:5][CH2:4][CH2:3][CH2:2]1, predict the reactants needed to synthesize it. The reactants are: [CH:1]1([NH:7][C:8]([C@H:10](OS(C)(=O)=O)[C:11]2[CH:16]=[CH:15][CH:14]=[CH:13][CH:12]=2)=[O:9])[CH2:6][CH2:5][CH2:4][CH2:3][CH2:2]1.CCN(C(C)C)C(C)C.[F:31][C:32]1[CH:33]=[C:34]([NH2:38])[CH:35]=[CH:36][CH:37]=1.O. (4) Given the product [CH3:2][O:3][C:4]([C:6]1([NH:9][S:17]([C:12]2[CH:13]=[CH:14][CH:15]=[CH:16][C:11]=2[Br:10])(=[O:19])=[O:18])[CH2:8][CH2:7]1)=[O:5], predict the reactants needed to synthesize it. The reactants are: Cl.[CH3:2][O:3][C:4]([C:6]1([NH2:9])[CH2:8][CH2:7]1)=[O:5].[Br:10][C:11]1[CH:16]=[CH:15][CH:14]=[CH:13][C:12]=1[S:17](Cl)(=[O:19])=[O:18].C(N(CC)CC)C.O. (5) Given the product [F:1][C:2]1[C:3]([C:22]([F:24])([F:25])[F:23])=[C:4]([CH:9]2[CH2:14][CH2:13][N:12]([C:15]([O:17][C:18]([CH3:21])([CH3:20])[CH3:19])=[O:16])[CH2:11][CH2:10]2)[CH:5]=[CH:6][C:7]=1[F:8], predict the reactants needed to synthesize it. The reactants are: [F:1][C:2]1[C:3]([C:22]([F:25])([F:24])[F:23])=[C:4]([C:9]2[CH2:14][CH2:13][N:12]([C:15]([O:17][C:18]([CH3:21])([CH3:20])[CH3:19])=[O:16])[CH2:11][CH:10]=2)[CH:5]=[CH:6][C:7]=1[F:8]. (6) The reactants are: C1C=CC(P(C2C(C3C(P(C4C=CC=CC=4)C4C=CC=CC=4)=CC=C4C=3C=CC=C4)=C3C(C=CC=C3)=CC=2)C2C=CC=CC=2)=CC=1.N#N.C(=O)([O-])[O-].[Cs+].[Cs+].[NH2:55][C:56]1[CH:57]=[C:58]([CH:72]=[C:73]([O:75][CH3:76])[CH:74]=1)[C:59]([NH:61][CH2:62][CH2:63][O:64][CH2:65][CH2:66][O:67][CH2:68][CH2:69][O:70][CH3:71])=[O:60].[C:77]([O:81][C:82](=[O:102])[NH:83][C:84]1[C:93]2[C:88](=[CH:89][CH:90]=[CH:91][CH:92]=2)[C:87]([O:94][C:95]2[CH:100]=[CH:99][N:98]=[C:97](Cl)[CH:96]=2)=[CH:86][CH:85]=1)([CH3:80])([CH3:79])[CH3:78]. Given the product [C:77]([O:81][C:82](=[O:102])[NH:83][C:84]1[C:93]2[C:88](=[CH:89][CH:90]=[CH:91][CH:92]=2)[C:87]([O:94][C:95]2[CH:100]=[CH:99][N:98]=[C:97]([NH:55][C:56]3[CH:57]=[C:58]([C:59](=[O:60])[NH:61][CH2:62][CH2:63][O:64][CH2:65][CH2:66][O:67][CH2:68][CH2:69][O:70][CH3:71])[CH:72]=[C:73]([O:75][CH3:76])[CH:74]=3)[CH:96]=2)=[CH:86][CH:85]=1)([CH3:80])([CH3:78])[CH3:79], predict the reactants needed to synthesize it. (7) Given the product [Cl:8][C:6]1[N:5]=[C:4]([S:9][CH3:10])[N:3]=[C:2]([NH:18][C:19]2[NH:20][N:21]=[C:22]([CH3:24])[CH:23]=2)[CH:7]=1, predict the reactants needed to synthesize it. The reactants are: Cl[C:2]1[CH:7]=[C:6]([Cl:8])[N:5]=[C:4]([S:9][CH3:10])[N:3]=1.C(NC(C)C)(C)C.[NH2:18][C:19]1[CH:23]=[C:22]([CH3:24])[NH:21][N:20]=1.O. (8) Given the product [Br:1][C:2]1[CH:9]=[CH:8][CH:7]=[CH:6][C:3]=1[CH2:4][NH:5][C:12](=[O:13])[C:11]([F:18])([F:17])[F:10], predict the reactants needed to synthesize it. The reactants are: [Br:1][C:2]1[CH:9]=[CH:8][CH:7]=[CH:6][C:3]=1[CH2:4][NH2:5].[F:10][C:11]([F:18])([F:17])[C:12](OCC)=[O:13].C(N(CC)CC)C.